Dataset: Forward reaction prediction with 1.9M reactions from USPTO patents (1976-2016). Task: Predict the product of the given reaction. (1) The product is: [ClH:2].[Cl:15][C:11]1[CH:10]=[C:9]([C:5]2[CH:4]=[C:3]([NH:16][C:17]3[CH:18]=[CH:19][C:20]([CH2:23][C:24]([NH2:26])=[O:25])=[CH:21][CH:22]=3)[CH:8]=[CH:7][N:6]=2)[CH:14]=[CH:13][CH:12]=1. Given the reactants Cl.[Cl:2][C:3]1[CH:8]=[CH:7][N:6]=[C:5]([C:9]2[CH:14]=[CH:13][CH:12]=[C:11]([Cl:15])[CH:10]=2)[CH:4]=1.[NH2:16][C:17]1[CH:22]=[CH:21][C:20]([CH2:23][C:24]([NH2:26])=[O:25])=[CH:19][CH:18]=1, predict the reaction product. (2) Given the reactants [NH2:1][C:2]1[CH:10]=[N:9][CH:8]=[CH:7][C:3]=1[C:4]([OH:6])=[O:5].[C:11](Cl)(=[O:16])[CH2:12][CH:13]([CH3:15])[CH3:14].O, predict the reaction product. The product is: [CH3:14][CH:13]([CH3:15])[CH2:12][C:11]([NH:1][C:2]1[CH:10]=[N:9][CH:8]=[CH:7][C:3]=1[C:4]([OH:6])=[O:5])=[O:16]. (3) Given the reactants [F:1][C:2]1[C:3]([O:19][CH3:20])=[C:4]([C:8]2([CH2:11][C:12](=[O:18])[C:13]([O:15][CH2:16][CH3:17])=[O:14])[CH2:10][CH2:9]2)[CH:5]=[CH:6][CH:7]=1.[F:21][C:22]([Si](C)(C)C)([F:24])[F:23].C(=O)([O-])[O-].[Cs+].[Cs+].O, predict the reaction product. The product is: [F:1][C:2]1[C:3]([O:19][CH3:20])=[C:4]([C:8]2([CH2:11][C:12]([OH:18])([C:22]([F:24])([F:23])[F:21])[C:13]([O:15][CH2:16][CH3:17])=[O:14])[CH2:10][CH2:9]2)[CH:5]=[CH:6][CH:7]=1.